From a dataset of Forward reaction prediction with 1.9M reactions from USPTO patents (1976-2016). Predict the product of the given reaction. (1) Given the reactants [CH:1]1[C:14]2[C:5](=[CH:6][C:7]3[C:12]([C:13]=2[C:15]([OH:17])=O)=[CH:11][CH:10]=[CH:9][CH:8]=3)[CH:4]=[CH:3][CH:2]=1.C(Cl)(Cl)[Cl:19], predict the reaction product. The product is: [CH:1]1[C:14]2[C:5](=[CH:6][C:7]3[C:12]([C:13]=2[C:15]([Cl:19])=[O:17])=[CH:11][CH:10]=[CH:9][CH:8]=3)[CH:4]=[CH:3][CH:2]=1. (2) Given the reactants C([NH:5][C:6](=[O:27])[C:7]1[C:12]([C:13]2[CH:18]=[CH:17][C:16]([F:19])=[CH:15][C:14]=2[CH3:20])=[CH:11][C:10]([N:21]2[CH2:26][CH2:25][S:24][CH2:23][CH2:22]2)=[N:9][CH:8]=1)(C)(C)C.CS(O)(=O)=O, predict the reaction product. The product is: [F:19][C:16]1[CH:17]=[CH:18][C:13]([C:12]2[C:7]([C:6]([NH2:5])=[O:27])=[CH:8][N:9]=[C:10]([N:21]3[CH2:26][CH2:25][S:24][CH2:23][CH2:22]3)[CH:11]=2)=[C:14]([CH3:20])[CH:15]=1. (3) The product is: [ClH:12].[NH:7]=[C:6]([N:19]1[CH2:23][CH2:22][CH2:21][CH2:20]1)[C:5]1[CH:8]=[CH:9][C:2]([OH:1])=[C:3]([O:10][CH3:11])[CH:4]=1. Given the reactants [OH:1][C:2]1[CH:9]=[CH:8][C:5]([C:6]#[N:7])=[CH:4][C:3]=1[O:10][CH3:11].[ClH:12].O1CCOCC1.[NH:19]1[CH2:23][CH2:22][CH2:21][CH2:20]1, predict the reaction product. (4) Given the reactants Br[C:2]1[CH:11]=[C:10]2[C:5]([C:6]([NH:14][C:15]3[CH:20]=[CH:19][C:18]([S:21][C:22]4[N:23]([CH3:27])[CH:24]=[CH:25][N:26]=4)=[C:17]([Cl:28])[CH:16]=3)=[C:7]([C:12]#[N:13])[CH:8]=[N:9]2)=[CH:4][CH:3]=1.[CH2:29]([N:33]1[CH2:38][CH2:37][CH:36]([N:39]2[CH2:43][CH2:42][CH2:41][CH2:40]2)[CH2:35][CH2:34]1)[CH2:30][C:31]#[CH:32].CC1(C)C(C)(C)OBO1, predict the reaction product. The product is: [Cl:28][C:17]1[CH:16]=[C:15]([NH:14][C:6]2[C:5]3[C:10](=[CH:11][C:2](/[CH:32]=[CH:31]/[CH2:30][CH2:29][N:33]4[CH2:38][CH2:37][CH:36]([N:39]5[CH2:40][CH2:41][CH2:42][CH2:43]5)[CH2:35][CH2:34]4)=[CH:3][CH:4]=3)[N:9]=[CH:8][C:7]=2[C:12]#[N:13])[CH:20]=[CH:19][C:18]=1[S:21][C:22]1[N:23]([CH3:27])[CH:24]=[CH:25][N:26]=1.